From a dataset of Reaction yield outcomes from USPTO patents with 853,638 reactions. Predict the reaction yield, written as a fraction of the theoretical maximum amount of product (1.0 means a 100% yield; for example, 0.34 means a 34% yield). (1) The reactants are [CH:1]1[C:14]2[C:13](=O)[C:12]3[C:7](=[CH:8][CH:9]=[CH:10][CH:11]=3)[NH:6][C:5]=2[CH:4]=[CH:3][CH:2]=1.S(Cl)([Cl:18])=O. The catalyst is CN(C)C=O. The product is [Cl:18][C:13]1[C:14]2[C:5]([N:6]=[C:7]3[C:12]=1[CH:11]=[CH:10][CH:9]=[CH:8]3)=[CH:4][CH:3]=[CH:2][CH:1]=2. The yield is 0.970. (2) The reactants are [CH2:1]([C@@:4]1([C:17]2[CH:22]=[CH:21][C:20]([F:23])=[CH:19][CH:18]=2)[O:9][C:8](=[O:10])[N:7]([C@H:11]([C:13]([CH3:16])([CH3:15])[CH3:14])[CH3:12])[CH2:6][CH2:5]1)[CH:2]=[CH2:3].B.C1C[O:28]CC1.[OH-].[Na+].OO.Cl. The catalyst is C1COCC1.O. The product is [CH3:14][C:13]([CH3:15])([CH3:16])[C@@H:11]([N:7]1[CH2:6][CH2:5][C@@:4]([C:17]2[CH:18]=[CH:19][C:20]([F:23])=[CH:21][CH:22]=2)([CH2:1][CH2:2][CH2:3][OH:28])[O:9][C:8]1=[O:10])[CH3:12]. The yield is 0.0200. (3) The reactants are [N:1]1([C:6]2[CH:11]=[CH:10][C:9]([NH:12][C:13]([NH2:15])=[S:14])=[CH:8][CH:7]=2)[CH:5]=[N:4][CH:3]=[N:2]1.Br[CH:17]1[CH2:22][CH2:21][CH2:20][CH:19]([C:23]2[CH:28]=[CH:27][CH:26]=[CH:25][CH:24]=2)[C:18]1=O. The catalyst is C(O)C. The product is [C:19]1([CH:23]2[C:24]3[N:15]=[C:13]([NH:12][C:9]4[CH:8]=[CH:7][C:6]([N:1]5[CH:5]=[N:4][CH:3]=[N:2]5)=[CH:11][CH:10]=4)[S:14][C:25]=3[CH2:26][CH2:27][CH2:28]2)[CH:20]=[CH:21][CH:22]=[CH:17][CH:18]=1. The yield is 0.640. (4) The product is [OH:1][C:2]1[CH:3]=[C:4]([CH:8]=[CH:9][C:10]=1[I:11])[C:5]([OH:7])=[O:6]. The reactants are [OH:1][C:2]1[CH:3]=[C:4]([CH:8]=[CH:9][CH:10]=1)[C:5]([OH:7])=[O:6].[I:11]I.Cl. The yield is 0.540. The catalyst is [NH4+].[OH-].O. (5) The product is [N:4]1[S:8][N:7]=[C:6]2[CH:9]=[C:10]([C:13]([OH:15])=[O:14])[CH:11]=[CH:12][C:5]=12. The yield is 0.920. The reactants are C(O)C.[N:4]1[S:8][N:7]=[C:6]2[CH:9]=[C:10]([C:13]([O:15]C)=[O:14])[CH:11]=[CH:12][C:5]=12.Cl. The catalyst is O. (6) The reactants are [CH:1]1([CH2:4][O:5][NH:6][C:7]([C:9]2[C:10]([NH:20][C:21]3[CH:26]=[CH:25][C:24]([Br:27])=[CH:23][C:22]=3[Cl:28])=[C:11]([F:19])[C:12]3[O:16][N:15]=[C:14]([CH3:17])[C:13]=3[CH:18]=2)=[O:8])CC1.C1C=CC2N(O)N=NC=2C=1.CCN(CC)CC.[CH:46]([O:48]CCON)=[CH2:47].CCN=C=NCCCN(C)C. The catalyst is CN(C=O)C.CCOC(C)=O. The product is [CH:46]([O:48][CH2:1][CH2:4][O:5][NH:6][C:7]([C:9]1[C:10]([NH:20][C:21]2[CH:26]=[CH:25][C:24]([Br:27])=[CH:23][C:22]=2[Cl:28])=[C:11]([F:19])[C:12]2[O:16][N:15]=[C:14]([CH3:17])[C:13]=2[CH:18]=1)=[O:8])=[CH2:47]. The yield is 0.630. (7) The reactants are O.[NH2:2][NH2:3].C(OCC)C.[CH:9](=[C:16]([CH2:19][CH3:20])[CH:17]=O)[C:10]1[CH:15]=[CH:14][CH:13]=[CH:12][CH:11]=1. The catalyst is O. The product is [CH2:19]([CH:16]1[CH:9]([C:10]2[CH:15]=[CH:14][CH:13]=[CH:12][CH:11]=2)[NH:3][N:2]=[CH:17]1)[CH3:20]. The yield is 0.940.